Task: Binary Classification. Given a miRNA mature sequence and a target amino acid sequence, predict their likelihood of interaction.. Dataset: Experimentally validated miRNA-target interactions with 360,000+ pairs, plus equal number of negative samples (1) The miRNA is hsa-miR-455-3p with sequence GCAGUCCAUGGGCAUAUACAC. Result: 1 (interaction). The protein sequence of the target gene is MVSAAAPSLLILLLLLLGSVPATDARSVPLKATFLEDVAGSGEAEGSSASSPSLPPPWTPALSPTSMGPQPITLGGPSPPTNFLDGIVDFFRQYVMLIAVVGSLAFLLMFIVCAAVITRQKQKASAYYPSSFPKKKYVDQSDRAGGPRAFSEVPDRAPDSRPEEALDSSRQLQADILAATQNLKSPTRAALGGGDGARMVEGRGAEEEEKGSQEGDQEVQGHGVPVETPEAQEEPCSGVLEGAVVAGEGQGELEGSLLLAQEAQGPVGPPESPCACSSVHPSV. (2) The protein sequence of the target gene is MASNERDAISWYQKKIGAYDQQIWEKSIEQTQIKGLKNKPKKMGHIKPDLIDVDLIRGSTFAKAKPEIPWTSLTRKGLVRVVFFPLFSNWWIQVTSLRIFVWLLLLYFMQVIAIVLYLMMPIVNISEVLGPLCLMLLMGTVHCQIVSTQITRPSGNNGNRRRRKLRKTVNGDGSRENGNNSSDKVRGIETLESVPIIGGFWETIFGNRIKRVKLISNKGTETDNDPSCVHPIIKRRQCRPEIRMWQTREKAKFSDGEKCRREAFRRLGNGVSDDLSSEEDGEARTQMILLRRSVEGASSD.... Result: 0 (no interaction). The miRNA is hsa-miR-6780b-3p with sequence UCCCUUGUCUCCUUUCCCUAG. (3) The miRNA is hsa-miR-1295a with sequence UUAGGCCGCAGAUCUGGGUGA. The protein sequence of the target gene is MLGWIKCLMRMWFQRVGVSMQSVLWSGKPYGSSRSIVRKIGTNLSLIQCPRVQFQLTSHATEWSPAHSGEDAVASFADVGLVATEEGECSIRLRAEVSSKPPHEDDPPCFEKPPSRHTSFPSLSQDKPSPERTLASEEALQKISALENELAALRAQIAKIVTLQEQQSPSAGCLDSSTSVTVAPPPPPPPPPPPLPLVLHQSTSALDLIKERREQRLSAGKTLATGHPKKPDMPNMLEILKDMNSVKLRSVKRSEKDVKPRPADTDHAAFIAEALKKKFAYRHNSQGETERGIPKPESEA.... Result: 0 (no interaction). (4) The miRNA is hsa-miR-154-5p with sequence UAGGUUAUCCGUGUUGCCUUCG. The protein sequence of the target gene is MGPGEALLAGLLVMVLAVALLSNALVLLCCAYSAELRTRASGVLLVNLSLGHLLLAALDMPFTLLGVMRGRTPSAPGACQVIGFLDTFLASNAALSVAALSADQWLAVGFPLRYAGRLRPRYAGLLLGCAWGQSLAFSGAALGCSWLGYSSAFASCSLRLPPEPERPRFAAFTATLHAVGFVLPLAVLCLTSLQVHRVARRHCQRMDTVTMKALALLADLHPSVRQRCLIQQKRRRHRATRKIGIAIATFLICFAPYVMTRLAELVPFVTVNAQWGILSKCLTYSKAVADPFTYSLLRRP.... Result: 0 (no interaction). (5) The protein sequence of the target gene is MDSISTAILLLLLALVCLLLTLSSRDKGKLPPGPRPLSILGNLLLLCSQDMLTSLTKLSKEYGSMYTVHLGPRRVVVLSGYQAVKEALVDQGEEFSGRGDYPAFFNFTKGNGIAFSSGDRWKVLRQFSIQILRNFGMGKRSIEERILEEGSFLLAELRKTEGEPFDPTFVLSRSVSNIICSVLFGSRFDYDDERLLTIIRLINDNFQIMSSPWGELYDIFPSLLDWVPGPHQRIFQNFKCLRDLIAHSVHDHQASLDPRSPRDFIQCFLTKMAEEKEDPLSHFHMDTLLMTTHNLLFGGT.... The miRNA is hsa-miR-887-5p with sequence CUUGGGAGCCCUGUUAGACUC. Result: 0 (no interaction). (6) The miRNA is mmu-miR-3085-3p with sequence UCUGGCUGCUAUGGCCCCCUC. The protein sequence of the target gene is MMDVSGVGFPSKVPWKKMSAEELENQYCPSRWVVRLGAEEALRTYSQIGIEATTRARATRKSLLHVPYGDGEGEKVDIYFPDESSEALPFFLFFHGGYWQSGSKDESAFMVHPLTAQGVAVVIVAYGIAPKGTLDHMVDQVTRSVAFVQKRYPSNKGIYLCGHSAGAHLAAMMLLADWTKHGVTPNLRGFFLVSGVFDLEPIVYTSQNVALQLTLEDAQRNSPQLKVAQAQPVDPTCRVLVVVGQFDSPEFHRQSWEFYQTLCQGEWKASFEELHDVDHFEIVENLTQKDNVLTQIILKT.... Result: 0 (no interaction).